This data is from Reaction yield outcomes from USPTO patents with 853,638 reactions. The task is: Predict the reaction yield, written as a fraction of the theoretical maximum amount of product (1.0 means a 100% yield; for example, 0.34 means a 34% yield). (1) The reactants are Br[C:2]1[CH:7]=[CH:6][C:5]([N:8]2[N:12]=[C:11]([O:13][CH3:14])[CH:10]=[N:9]2)=[CH:4][CH:3]=1.[CH3:15][C:16]1([CH3:32])[C:20]([CH3:22])([CH3:21])[O:19][B:18]([B:18]2[O:19][C:20]([CH3:22])([CH3:21])[C:16]([CH3:32])([CH3:15])[O:17]2)[O:17]1.C([O-])(=O)C.[K+].O. The catalyst is CC1CCCO1.O.C1C=CC(P(C2C=CC=CC=2)[C-]2C=CC=C2)=CC=1.C1C=CC(P(C2C=CC=CC=2)[C-]2C=CC=C2)=CC=1.Cl[Pd]Cl.[Fe+2]. The product is [CH3:14][O:13][C:11]1[CH:10]=[N:9][N:8]([C:5]2[CH:6]=[CH:7][C:2]([B:18]3[O:19][C:20]([CH3:22])([CH3:21])[C:16]([CH3:32])([CH3:15])[O:17]3)=[CH:3][CH:4]=2)[N:12]=1. The yield is 0.920. (2) The reactants are [CH:1]([C:4]1[CH:8]=[C:7]([C:9]([O:11][CH2:12][CH3:13])=[O:10])[NH:6][N:5]=1)([CH3:3])[CH3:2].[Cl:14][C:15]1[CH:22]=[C:21]([Cl:23])[CH:20]=[CH:19][C:16]=1[CH2:17]Cl.C(=O)([O-])[O-].[K+].[K+].CN(C)C=O. The catalyst is O. The product is [Cl:14][C:15]1[CH:22]=[C:21]([Cl:23])[CH:20]=[CH:19][C:16]=1[CH2:17][N:6]1[C:7]([C:9]([O:11][CH2:12][CH3:13])=[O:10])=[CH:8][C:4]([CH:1]([CH3:3])[CH3:2])=[N:5]1. The yield is 0.560. (3) The reactants are [N:1]1[CH:6]=[CH:5][CH:4]=[CH:3][C:2]=1[C:7]1[N:11]=[C:10]([C:12]2[CH:17]=[C:16]([O:18][CH3:19])[CH:15]=[CH:14][C:13]=2Br)[O:9][N:8]=1.O.[CH3:22][N:23](C)C=O. The catalyst is [C-]#N.[Zn+2].[C-]#N.C1C=CC([P]([Pd]([P](C2C=CC=CC=2)(C2C=CC=CC=2)C2C=CC=CC=2)([P](C2C=CC=CC=2)(C2C=CC=CC=2)C2C=CC=CC=2)[P](C2C=CC=CC=2)(C2C=CC=CC=2)C2C=CC=CC=2)(C2C=CC=CC=2)C2C=CC=CC=2)=CC=1. The product is [N:1]1[CH:6]=[CH:5][CH:4]=[CH:3][C:2]=1[C:7]1[N:11]=[C:10]([C:12]2[CH:17]=[C:16]([O:18][CH3:19])[CH:15]=[CH:14][C:13]=2[C:22]#[N:23])[O:9][N:8]=1. The yield is 0.0400. (4) The reactants are [Cl-].O[NH3+:3].[C:4](=[O:7])([O-])[OH:5].[Na+].CS(C)=O.[OH:13][C:14]1([CH2:18][O:19][C@H:20]2[CH2:25][CH2:24][C@H:23]([N:26]3[C:31](=[O:32])[C:30]([CH2:33][C:34]4[CH:39]=[CH:38][C:37]([C:40]5[C:41]([C:46]#[N:47])=[CH:42][CH:43]=[CH:44][CH:45]=5)=[CH:36][CH:35]=4)=[C:29]([CH2:48][CH2:49][CH3:50])[N:28]4[N:51]=[C:52]([CH3:54])[N:53]=[C:27]34)[CH2:22][CH2:21]2)[CH2:17][CH2:16][CH2:15]1. The catalyst is O.C(OCC)(=O)C. The product is [OH:13][C:14]1([CH2:18][O:19][C@H:20]2[CH2:21][CH2:22][C@H:23]([N:26]3[C:31](=[O:32])[C:30]([CH2:33][C:34]4[CH:35]=[CH:36][C:37]([C:40]5[CH:45]=[CH:44][CH:43]=[CH:42][C:41]=5[C:46]5[NH:3][C:4](=[O:7])[O:5][N:47]=5)=[CH:38][CH:39]=4)=[C:29]([CH2:48][CH2:49][CH3:50])[N:28]4[N:51]=[C:52]([CH3:54])[N:53]=[C:27]34)[CH2:24][CH2:25]2)[CH2:17][CH2:16][CH2:15]1. The yield is 0.320. (5) The reactants are [CH3:1][O:2][C@H:3]1[CH2:11][C:10]2[C:5](=[CH:6][CH:7]=[CH:8][CH:9]=2)[C@H:4]1[NH2:12].[N:13]1[C:20]([Cl:21])=[N:19][C:17](Cl)=[N:16][C:14]=1[Cl:15].CCN(C(C)C)C(C)C.O. The catalyst is C1COCC1. The product is [Cl:15][C:14]1[N:13]=[C:20]([Cl:21])[N:19]=[C:17]([NH:12][C@@H:4]2[C:5]3[C:10](=[CH:9][CH:8]=[CH:7][CH:6]=3)[CH2:11][C@@H:3]2[O:2][CH3:1])[N:16]=1. The yield is 0.490. (6) The reactants are [C:1]([O:4][CH2:5][C@H:6]1[C@H:11](CC([O-])=O)[C@H:10](CC([O-])=O)[C@H:9](CC([O-])=O)[C@@H:8]([C:24]2[CH:29]=[CH:28][C:27]([Cl:30])=[C:26]([CH2:31][C:32]3[CH:37]=[CH:36][C:35]([O:38][CH2:39][CH2:40][O:41][Si](C(C)(C)C)(C)C)=[CH:34][CH:33]=3)[CH:25]=2)[O:7]1)(=[O:3])[CH3:2].[C:49]([OH:52])(=[O:51])[CH3:50]. The catalyst is C1COCC1.O. The product is [C:49]([O:52][C@H:11]1[C@H:10]([O:51][C:49](=[O:52])[CH3:50])[C@@H:9]([O:4][C:1](=[O:3])[CH3:2])[C@H:8]([C:24]2[CH:29]=[CH:28][C:27]([Cl:30])=[C:26]([CH2:31][C:32]3[CH:37]=[CH:36][C:35]([O:38][CH2:39][CH2:40][OH:41])=[CH:34][CH:33]=3)[CH:25]=2)[O:7][C@@H:6]1[CH2:5][O:4][C:1](=[O:3])[CH3:2])(=[O:51])[CH3:50]. The yield is 0.820.